This data is from Catalyst prediction with 721,799 reactions and 888 catalyst types from USPTO. The task is: Predict which catalyst facilitates the given reaction. (1) Reactant: Br[C:2]1[CH:3]=[CH:4][C:5]2O[C:8]3[CH:10]=[CH:11][C:12]([C:14]4[CH:15]=[CH:16][C:17]5[N:18]([C:27]6[CH:32]=[CH:31][CH:30]=[CH:29][CH:28]=6)[C:19]6[C:24]([C:25]=5[CH:26]=4)=[CH:23][CH:22]=[CH:21][CH:20]=6)=[CH:13][C:7]=3[C:6]=2[CH:33]=1.CC1(C)C(C)(C)OB([C:42]2[CH:43]=[C:44]([C:57]3[O:58][C:59]4[CH:65]=[CH:64][CH:63]=[CH:62][C:60]=4[N:61]=3)[CH:45]=[C:46]([C:48]3[O:49][C:50]4[CH:56]=[CH:55][CH:54]=[CH:53][C:51]=4[N:52]=3)[CH:47]=2)O1.C(=O)([O-])[O-].[K+].[K+].O1CCOCC1.[OH2:79]. Product: [C:27]1([N:18]2[C:17]3[CH:16]=[CH:15][C:14]([C:12]4[CH:11]=[CH:10][C:8]5[O:79][C:5]6[CH:4]=[CH:3][C:2]([C:42]7[CH:47]=[C:46]([C:48]8[O:49][C:50]9[CH:56]=[CH:55][CH:54]=[CH:53][C:51]=9[N:52]=8)[CH:45]=[C:44]([C:57]8[O:58][C:59]9[CH:65]=[CH:64][CH:63]=[CH:62][C:60]=9[N:61]=8)[CH:43]=7)=[CH:33][C:6]=6[C:7]=5[CH:13]=4)=[CH:26][C:25]=3[C:24]3[C:19]2=[CH:20][CH:21]=[CH:22][CH:23]=3)[CH:32]=[CH:31][CH:30]=[CH:29][CH:28]=1. The catalyst class is: 492. (2) Reactant: C([O-])([O-])=O.[Na+].[Na+].[NH2:7][C:8]1[CH:16]=[C:15]([Cl:17])[CH:14]=[CH:13][C:9]=1[C:10]([OH:12])=[O:11].[Cl:18][C:19]1[CH:24]=[CH:23][C:22]([S:25](Cl)(=[O:27])=[O:26])=[CH:21][C:20]=1[C:29]([F:32])([F:31])[F:30].Cl. Product: [Cl:17][C:15]1[CH:14]=[CH:13][C:9]([C:10]([OH:12])=[O:11])=[C:8]([NH:7][S:25]([C:22]2[CH:23]=[CH:24][C:19]([Cl:18])=[C:20]([C:29]([F:32])([F:30])[F:31])[CH:21]=2)(=[O:27])=[O:26])[CH:16]=1. The catalyst class is: 127. (3) Reactant: [N+:1]([C:4]1[CH:5]=[C:6]([CH:10]([NH:18][C:19]2[C:28]3[C:23](=[C:24]([C:29]([O:31]C)=O)[CH:25]=[CH:26][CH:27]=3)[N:22]=[CH:21][N:20]=2)[CH2:11][CH2:12][N:13]2[CH2:17][CH2:16][CH2:15][CH2:14]2)[CH:7]=[CH:8][CH:9]=1)([O-:3])=[O:2].[NH3:33]. Product: [N+:1]([C:4]1[CH:5]=[C:6]([CH:10]([NH:18][C:19]2[C:28]3[C:23](=[C:24]([C:29]([NH2:33])=[O:31])[CH:25]=[CH:26][CH:27]=3)[N:22]=[CH:21][N:20]=2)[CH2:11][CH2:12][N:13]2[CH2:17][CH2:16][CH2:15][CH2:14]2)[CH:7]=[CH:8][CH:9]=1)([O-:3])=[O:2]. The catalyst class is: 5. (4) Reactant: [Br:1]Br.[OH:3][C:4]1[CH:5]=[C:6]([CH:10]=[CH:11][CH:12]=1)[C:7]([OH:9])=[O:8]. Product: [Br:1][C:12]1[CH:11]=[CH:10][C:6]([C:7]([OH:9])=[O:8])=[CH:5][C:4]=1[OH:3]. The catalyst class is: 15. (5) Reactant: [CH3:1][O:2][C:3]1[CH:4]=[C:5](O)[CH:6]=[CH:7][CH:8]=1.[CH2:10]([OH:16])[CH2:11][CH2:12][CH2:13][CH:14]=[CH2:15].C1C=CC(P(C2C=CC=CC=2)C2C=CC=CC=2)=CC=1.CC(OC(/N=N/C(OC(C)C)=O)=O)C. Product: [CH2:10]([O:16][C:7]1[CH:6]=[CH:5][CH:4]=[C:3]([O:2][CH3:1])[CH:8]=1)[CH2:11][CH2:12][CH2:13][CH:14]=[CH2:15]. The catalyst class is: 1. (6) Reactant: C([O:5][C:6](=[O:31])[CH:7]([O:9][C@H:10]1[CH2:15][CH2:14][C@H:13]([N:16]([CH3:30])[S:17]([C:20]2[CH:25]=[CH:24][C:23]([C:26]([F:29])([F:28])[F:27])=[CH:22][CH:21]=2)(=[O:19])=[O:18])[CH2:12][CH2:11]1)[CH3:8])(C)(C)C.FC(F)(F)C(O)=O. Product: [CH3:30][N:16]([S:17]([C:20]1[CH:25]=[CH:24][C:23]([C:26]([F:28])([F:29])[F:27])=[CH:22][CH:21]=1)(=[O:19])=[O:18])[C@H:13]1[CH2:14][CH2:15][C@H:10]([O:9][CH:7]([CH3:8])[C:6]([OH:31])=[O:5])[CH2:11][CH2:12]1. The catalyst class is: 2. (7) Reactant: [Br:1][C:2]1[C:3]([CH3:32])=[C:4]([C:22]2[CH:27]=[CH:26][CH:25]=[C:24]([C:28]([F:31])([F:30])[F:29])[CH:23]=2)[C:5]([NH:8][C:9](=S)[CH2:10][C:11]2[CH:16]=[CH:15][C:14]([S:17]([CH3:20])(=[O:19])=[O:18])=[CH:13][CH:12]=2)=[N:6][CH:7]=1.C(N(CC)CC)C.Cl.[NH2:41][OH:42]. Product: [Br:1][C:2]1[C:3]([CH3:32])=[C:4]([C:22]2[CH:27]=[CH:26][CH:25]=[C:24]([C:28]([F:31])([F:29])[F:30])[CH:23]=2)[C:5]([NH:8][C:9](=[N:41][OH:42])[CH2:10][C:11]2[CH:16]=[CH:15][C:14]([S:17]([CH3:20])(=[O:19])=[O:18])=[CH:13][CH:12]=2)=[N:6][CH:7]=1. The catalyst class is: 6. (8) Reactant: O=O.[F:3][C:4]1[CH:5]=[CH:6][C:7]([OH:14])=[C:8]([CH:13]=1)[C:9](OC)=[O:10].[H-].[Al+3].[Li+].[H-].[H-].[H-].[Cl-].[NH4+]. Product: [F:3][C:4]1[CH:5]=[CH:6][C:7]([OH:14])=[C:8]([CH2:9][OH:10])[CH:13]=1. The catalyst class is: 76. (9) Reactant: Cl[CH2:2][C:3]([NH:5][C:6]1[CH:11]=[CH:10][C:9]([CH:12]([N:18]2[CH:22]=[N:21][CH:20]=[N:19]2)[CH:13]([CH2:16][CH3:17])[CH2:14][CH3:15])=[CH:8][CH:7]=1)=[O:4].[CH3:23][N:24]1[CH2:29][CH2:28][NH:27][CH2:26][CH2:25]1.C([O-])([O-])=O.[K+].[K+].O. Product: [CH2:14]([CH:13]([CH2:16][CH3:17])[CH:12]([C:9]1[CH:10]=[CH:11][C:6]([NH:5][C:3](=[O:4])[CH2:2][N:27]2[CH2:28][CH2:29][N:24]([CH3:23])[CH2:25][CH2:26]2)=[CH:7][CH:8]=1)[N:18]1[CH:22]=[N:21][CH:20]=[N:19]1)[CH3:15]. The catalyst class is: 23.